The task is: Binary Classification. Given a miRNA mature sequence and a target amino acid sequence, predict their likelihood of interaction.. This data is from Experimentally validated miRNA-target interactions with 360,000+ pairs, plus equal number of negative samples. (1) The miRNA is hsa-miR-3199 with sequence AGGGACUGCCUUAGGAGAAAGUU. Result: 0 (no interaction). The protein sequence of the target gene is MSDEASATTSYEKFLTPEEPFPFLGAPRGVGTCPSEEPGCLDISDFGCQLSSCHRTDPLHRFHTNRWNLTSCGTSVASSECSEELFSSVSVGDQDDCYSLLDDQDFTSFDLFPEGSVCSDVSSSISTYWDWSDSEFEWQLPGSDIASGSDVLSDVIPSIPSSPCLVSKKKNKHRNLDELAWSAMTNDEQVEYIEYLSRKVSTEMGLREQLDIIKIIDPSAQISPTDSEFIIELNCLTDEKLKQVRNYIKEHSLRQRPTREAWKRSNFSCASTSGVSGASASASSSSASMVSSASSSGSSV.... (2) The miRNA is hsa-miR-551b-3p with sequence GCGACCCAUACUUGGUUUCAG. The protein sequence of the target gene is MARAVGPERRLLAVYTGGTIGMRSELGVLVPGTGLAAILRTLPMFHDEEHARARGLSEDTLVLPPASRNQRILYTVLECQPLFDSSDMTIAEWVCLAQTIKRHYEQYHGFVVIHGTDTMAFAASMLSFMLENLQKTVILTGAQVPIHALWSDGRENLLGALLMAGQYVIPEVCLFFQNQLFRGNRATKVDARRFAAFCSPNLLPLATVGADITINRELVRKVDGKAGLVVHSSMEQDVGLLRLYPGIPAALVRAFLQPPLKGVVMETFGSGNGPTKPDLLQELRVATERGLVIVNCTHCL.... Result: 0 (no interaction). (3) The miRNA is hsa-miR-548d-5p with sequence AAAAGUAAUUGUGGUUUUUGCC. The protein sequence of the target gene is MDEQSQGMQGPPVPQFQPQKALRPDMGYNTLANFRIEKKIGRGQFSEVYRAACLLDGVPVALKKVQIFDLMDAKARADCIKEIDLLKQLNHPNVIKYYASFIEDNELNIVLELADAGDLSRMIKHFKKQKRLIPERTVWKYFVQLCSALEHMHSRRVMHRDIKPANVFITATGVVKLGDLGLGRFFSSKTTAAHSLVGTPYYMSPERIHENGYNFKSDIWSLGCLLYEMAALQSPFYGDKMNLYSLCKKIEQCDYPPLPSDHYSEELRQLVNMCINPDPEKRPDVTYVYDVAKRMHACTA.... Result: 1 (interaction). (4) The miRNA is hsa-miR-4505 with sequence AGGCUGGGCUGGGACGGA. The protein sequence of the target gene is MAPRLQLEKAAWRWAETVRPEEVSQEHIETAYRIWLEPCIRGVCRRNCRGNPNCLVGIGEHIWLGEIDENSFHSIDDPNCERRKKNSFVGLTNLGATCYVNTFLQVWFLNLELRQALYLCPSTCSDYTKGDGIHGGKDYEPQTICEHLQYLFALLQNSNRRYIDPSGFVKALGLDTGQQQDAQEFSKLFMSLLEDTLSKQKNPDVRNVVQQQFCGEYAYVTVCNQCGRESKLVSKFYELELNIQGHKQLTDCISEFLKEERLEGDNRYFCENCQSKQNATRKIRLLSLPCTLNLQLMRFV.... Result: 0 (no interaction).